This data is from Full USPTO retrosynthesis dataset with 1.9M reactions from patents (1976-2016). The task is: Predict the reactants needed to synthesize the given product. The reactants are: [Si:1]([O:8][CH:9]1[CH2:14][CH2:13][N:12]([C:15]([O:17][C:18]([CH3:21])([CH3:20])[CH3:19])=[O:16])[CH2:11][CH:10]1[CH2:22]O)([C:4]([CH3:7])([CH3:6])[CH3:5])([CH3:3])[CH3:2].C(N(CC)CC)C.CS(Cl)(=O)=O.[N-:36]=[N+:37]=[N-:38].[Na+]. Given the product [N:36]([CH2:22][CH:10]1[CH:9]([O:8][Si:1]([C:4]([CH3:7])([CH3:6])[CH3:5])([CH3:3])[CH3:2])[CH2:14][CH2:13][N:12]([C:15]([O:17][C:18]([CH3:21])([CH3:20])[CH3:19])=[O:16])[CH2:11]1)=[N+:37]=[N-:38], predict the reactants needed to synthesize it.